This data is from Catalyst prediction with 721,799 reactions and 888 catalyst types from USPTO. The task is: Predict which catalyst facilitates the given reaction. (1) Product: [CH2:11]=[CH:10][C:9]#[N:12].[CH2:1]=[CH:2][C:3]1[CH:8]=[CH:7][CH:6]=[CH:5][CH:4]=1. Reactant: [CH2:1]=[CH:2][C:3]1[CH:8]=[CH:7][CH:6]=[CH:5][CH:4]=1.[C:9](#[N:12])[CH:10]=[CH2:11].CCCCCCCC(OOC(C)(C)C)=O. The catalyst class is: 12. (2) Reactant: [C:1]1([CH2:7][CH2:8][CH2:9][N:10]([CH2:30][CH2:31][CH2:32][C:33]2[CH:38]=[CH:37][CH:36]=[CH:35][CH:34]=2)[C:11]2[CH:16]=[CH:15][C:14]([S:17][C:18]3[CH:23]=[CH:22][C:21]([CH2:24][C:25]([O:27]CC)=[O:26])=[CH:20][CH:19]=3)=[CH:13][CH:12]=2)[CH:6]=[CH:5][CH:4]=[CH:3][CH:2]=1.[OH-].[Na+].O.C(O)C. Product: [C:1]1([CH2:7][CH2:8][CH2:9][N:10]([CH2:30][CH2:31][CH2:32][C:33]2[CH:38]=[CH:37][CH:36]=[CH:35][CH:34]=2)[C:11]2[CH:16]=[CH:15][C:14]([S:17][C:18]3[CH:23]=[CH:22][C:21]([CH2:24][C:25]([OH:27])=[O:26])=[CH:20][CH:19]=3)=[CH:13][CH:12]=2)[CH:2]=[CH:3][CH:4]=[CH:5][CH:6]=1. The catalyst class is: 1. (3) Reactant: [C:1]1([P:7]([C:14]2[CH:19]=[CH:18][CH:17]=[CH:16][CH:15]=2)[C:8]2[CH:13]=[CH:12][CH:11]=[CH:10][CH:9]=2)[CH:6]=[CH:5][CH:4]=[CH:3][CH:2]=1.N(C(OC(C)C)=O)=NC(OC(C)C)=[O:23]. Product: [P:7]([C:1]1[CH:2]=[CH:3][CH:4]=[CH:5][CH:6]=1)([C:8]1[CH:13]=[CH:12][CH:11]=[CH:10][CH:9]=1)([C:14]1[CH:15]=[CH:16][CH:17]=[CH:18][CH:19]=1)=[O:23]. The catalyst class is: 7. (4) Reactant: [Br:1][C:2]1[CH:10]=[C:9]2[C:5]([CH2:6][C:7](=[O:11])[NH:8]2)=[CH:4][CH:3]=1.C([O-])(O)=O.[Na+].[CH3:17][C:18]([O:21][C:22](O[C:22]([O:21][C:18]([CH3:20])([CH3:19])[CH3:17])=[O:23])=[O:23])([CH3:20])[CH3:19]. Product: [Br:1][C:2]1[CH:10]=[C:9]2[C:5]([CH2:6][C:7](=[O:11])[N:8]2[C:22]([O:21][C:18]([CH3:20])([CH3:19])[CH3:17])=[O:23])=[CH:4][CH:3]=1. The catalyst class is: 1.